This data is from Forward reaction prediction with 1.9M reactions from USPTO patents (1976-2016). The task is: Predict the product of the given reaction. (1) The product is: [CH3:1][O:2][C:3](=[O:13])[C:4]1[C:9]([O:10][CH3:11])=[C:8]([I:14])[C:7]([NH2:12])=[N:6][CH:5]=1. Given the reactants [CH3:1][O:2][C:3](=[O:13])[C:4]1[C:9]([O:10][CH3:11])=[CH:8][C:7]([NH2:12])=[N:6][CH:5]=1.[I:14]I, predict the reaction product. (2) Given the reactants Cl.[CH3:2][O:3][C:4](=[O:10])[C@@H:5]([NH2:9])[CH:6]([CH3:8])[CH3:7].C(=O)([O-])O.[Na+].ClCCl, predict the reaction product. The product is: [CH3:2][O:3][C:4](=[O:10])[C@@H:5]([NH2:9])[CH:6]([CH3:8])[CH3:7]. (3) Given the reactants [N:1]([C:4]1[CH:9]=[CH:8][C:7]([CH2:10]O)=[CH:6][C:5]=1[I:12])=[N+:2]=[N-:3].C(N(CC)CC)C.CS([Cl:24])(=O)=O, predict the reaction product. The product is: [N:1]([C:4]1[CH:9]=[CH:8][C:7]([CH2:10][Cl:24])=[CH:6][C:5]=1[I:12])=[N+:2]=[N-:3]. (4) The product is: [CH:1]1([C:4](=[O:30])[CH2:5][CH:6]([CH:12]2[CH2:17][CH2:16][N:15]([C:18]([O:20][CH2:21][C:22]3[CH:27]=[CH:26][CH:25]=[CH:24][CH:23]=3)=[O:19])[CH2:14][CH2:13]2)[C:7]([O:9][CH2:10][CH3:11])=[O:8])[CH2:3][CH2:2]1. Given the reactants [CH:1]1([C:4](=C)[CH2:5][CH:6]([CH:12]2[CH2:17][CH2:16][N:15]([C:18]([O:20][CH2:21][C:22]3[CH:27]=[CH:26][CH:25]=[CH:24][CH:23]=3)=[O:19])[CH2:14][CH2:13]2)[C:7]([O:9][CH2:10][CH3:11])=[O:8])[CH2:3][CH2:2]1.I([O-])(=O)(=O)=[O:30].[Na+].S([O-])([O-])=O.[Na+].[Na+].C(=O)(O)[O-].[Na+], predict the reaction product. (5) Given the reactants [CH2:1]([O:8][C:9](=[O:37])[C@@H:10]1[CH2:14]CC[N:11]1[C:15](=[O:36])[CH2:16][CH2:17][C:18](=[O:35])[C@@H:19]([NH:27][C:28]([O:30][C:31]([CH3:34])([CH3:33])[CH3:32])=[O:29])[CH2:20][C:21]1[CH:26]=[CH:25][CH:24]=[CH:23][CH:22]=1)C1C=CC=CC=1.[C:38]1(C[C@H](NC(OC(C)(C)C)=O)C(=O)CCC(O)=O)[CH:43]=[CH:42][CH:41]=[CH:40][CH:39]=1.Cl.COC(=O)[C@H](CC1C=CC=CC=1)N.O.ON1C2C=CC=CC=2N=N1.Cl.C(N=C=NCCCN(C)C)C.CCN(C(C)C)C(C)C, predict the reaction product. The product is: [CH3:1][O:8][C:9](=[O:37])[C@H:10]([CH2:14][C:38]1[CH:43]=[CH:42][CH:41]=[CH:40][CH:39]=1)[NH:11][C:15](=[O:36])[CH2:16][CH2:17][C:18](=[O:35])[C@@H:19]([NH:27][C:28]([O:30][C:31]([CH3:33])([CH3:32])[CH3:34])=[O:29])[CH2:20][C:21]1[CH:22]=[CH:23][CH:24]=[CH:25][CH:26]=1. (6) Given the reactants [Cl:1][C:2]1[CH:7]=[CH:6][C:5]([NH:8][C:9]([C:11]2[O:12][CH:13]=[CH:14][CH:15]=2)=[O:10])=[CH:4][C:3]=1[C:16]1[NH:17][C:18]2[C:19]([N:27]=1)=[N:20][CH:21]=[C:22]([N+:24]([O-])=O)[CH:23]=2.O.O.Cl[Sn]Cl, predict the reaction product. The product is: [NH2:24][C:22]1[CH:23]=[C:18]2[NH:17][C:16]([C:3]3[CH:4]=[C:5]([NH:8][C:9]([C:11]4[O:12][CH:13]=[CH:14][CH:15]=4)=[O:10])[CH:6]=[CH:7][C:2]=3[Cl:1])=[N:27][C:19]2=[N:20][CH:21]=1. (7) Given the reactants [CH3:1][C:2]1[C:14]([OH:15])=[C:13]([CH3:16])[CH:12]=[C:11]2[C:3]=1[CH:4](O)[CH2:5][C:6]1([O:10]2)[CH2:9][CH2:8][CH2:7]1.C1(S(N)(=O)=O)C=CC=CC=1.S(=O)(=O)(O)O, predict the reaction product. The product is: [CH3:1][C:2]1[C:14]([OH:15])=[C:13]([CH3:16])[CH:12]=[C:11]2[C:3]=1[CH:4]=[CH:5][C:6]1([O:10]2)[CH2:7][CH2:8][CH2:9]1. (8) Given the reactants Cl.[Br:2][C:3]1[CH:4]=[C:5]([CH:13]=[CH:14][C:15]=1[CH3:16])[CH2:6][C@@H:7]([C:9]([O:11][CH3:12])=[O:10])[NH2:8].[C:17]([O:21][C:22]([NH:24][CH2:25][C@H:26]1[CH2:31][CH2:30][C@H:29]([C:32](O)=[O:33])[CH2:28][CH2:27]1)=[O:23])([CH3:20])([CH3:19])[CH3:18].C(N(CC)C(C)C)(C)C.C(P1(=O)OP(=O)(CCC)OP(=O)(CCC)O1)CC, predict the reaction product. The product is: [Br:2][C:3]1[CH:4]=[C:5]([CH:13]=[CH:14][C:15]=1[CH3:16])[CH2:6][C@@H:7]([C:9]([O:11][CH3:12])=[O:10])[NH:8][C:32]([C@H:29]1[CH2:28][CH2:27][C@H:26]([CH2:25][NH:24][C:22]([O:21][C:17]([CH3:20])([CH3:19])[CH3:18])=[O:23])[CH2:31][CH2:30]1)=[O:33].